Dataset: Catalyst prediction with 721,799 reactions and 888 catalyst types from USPTO. Task: Predict which catalyst facilitates the given reaction. (1) Reactant: [Br:1][C:2]1[CH:7]=[CH:6][C:5]([C:8]2([N:16]3[C:24](=[O:25])[C:23]4[C:18](=[CH:19][CH:20]=[CH:21][CH:22]=4)[C:17]3=[O:26])[CH2:11][C:10]3(OCC[O:12]3)[CH2:9]2)=[CH:4][CH:3]=1.O.C1(C)C=CC(S(O)(=O)=O)=CC=1. Product: [Br:1][C:2]1[CH:3]=[CH:4][C:5]([C:8]2([N:16]3[C:24](=[O:25])[C:23]4[C:18](=[CH:19][CH:20]=[CH:21][CH:22]=4)[C:17]3=[O:26])[CH2:9][C:10](=[O:12])[CH2:11]2)=[CH:6][CH:7]=1. The catalyst class is: 692. (2) Reactant: [Cl-].[CH2:2]([N+:12]([CH2:15][CH2:16][CH2:17][CH2:18][CH2:19][CH2:20][CH2:21][CH2:22][CH2:23][CH3:24])([CH3:14])[CH3:13])[CH2:3][CH2:4][CH2:5][CH2:6][CH2:7][CH2:8][CH2:9][CH2:10][CH3:11].O.[CH:26]1[CH:31]=[C:30]([CH2:32][C:33]([O-:35])=[O:34])[C:29]([NH:36][C:37]2[C:42]([Cl:43])=[CH:41][CH:40]=[CH:39][C:38]=2[Cl:44])=[CH:28][CH:27]=1.[Na+]. Product: [Cl:43][C:42]1[CH:41]=[CH:40][CH:39]=[C:38]([Cl:44])[C:37]=1[NH:36][C:29]1[CH:28]=[CH:27][CH:26]=[CH:31][C:30]=1[CH2:32][C:33]([O-:35])=[O:34].[CH2:15]([N+:12]([CH2:2][CH2:3][CH2:4][CH2:5][CH2:6][CH2:7][CH2:8][CH2:9][CH2:10][CH3:11])([CH3:14])[CH3:13])[CH2:16][CH2:17][CH2:18][CH2:19][CH2:20][CH2:21][CH2:22][CH2:23][CH3:24]. The catalyst class is: 22. (3) Reactant: [OH-].[Na+].[NH2:3][CH2:4][CH2:5][CH2:6][CH2:7][CH2:8][CH2:9][CH2:10][CH2:11][CH2:12][CH2:13][CH2:14][C:15]([OH:17])=[O:16].[C:18](Cl)(=[O:22])[C:19]([CH3:21])=[CH2:20].Cl.[Cl-].[Na+]. Product: [C:18]([NH:3][CH2:4][CH2:5][CH2:6][CH2:7][CH2:8][CH2:9][CH2:10][CH2:11][CH2:12][CH2:13][CH2:14][C:15]([OH:17])=[O:16])(=[O:22])[C:19]([CH3:21])=[CH2:20]. The catalyst class is: 6.